From a dataset of Reaction yield outcomes from USPTO patents with 853,638 reactions. Predict the reaction yield, written as a fraction of the theoretical maximum amount of product (1.0 means a 100% yield; for example, 0.34 means a 34% yield). (1) The reactants are [CH3:1][O:2][C:3]1[CH:10]=[CH:9][C:6]([CH2:7][NH2:8])=[CH:5][CH:4]=1.[CH3:11][C:12]([CH3:14])=O.C(O[BH-](OC(=O)C)OC(=O)C)(=O)C.[Na+]. The catalyst is ClC(Cl)C. The product is [CH:12]([NH:8][CH2:7][C:6]1[CH:9]=[CH:10][C:3]([O:2][CH3:1])=[CH:4][CH:5]=1)([CH3:14])[CH3:11]. The yield is 0.850. (2) The reactants are [CH2:1]([S:3](Cl)(=[O:5])=[O:4])[CH3:2].[NH2:7][CH2:8][CH2:9][CH2:10][CH2:11][CH2:12][CH2:13][CH2:14][C:15]([OH:17])=[O:16]. The catalyst is O1CCOCC1.[OH-].[Na+]. The product is [CH2:1]([S:3]([NH:7][CH2:8][CH2:9][CH2:10][CH2:11][CH2:12][CH2:13][CH2:14][C:15]([OH:17])=[O:16])(=[O:5])=[O:4])[CH3:2]. The yield is 0.380. (3) The reactants are CC(C)([O-])C.[K+].[Si:7]([O:14][C@@H:15]1[C@H:19]([CH2:20][O:21][Si:22]([C:25]([CH3:28])([CH3:27])[CH3:26])([CH3:24])[CH3:23])[CH2:18][C@@H:17]([O:29][C:30]2[CH:35]=[CH:34][N:33]=[C:32](Cl)[CH:31]=2)[CH2:16]1)([C:10]([CH3:13])([CH3:12])[CH3:11])([CH3:9])[CH3:8].[NH2:37][C@@H:38]1[C:46]2[C:41](=[CH:42][CH:43]=[CH:44][CH:45]=2)[CH2:40][CH2:39]1. The catalyst is COCCOC.CCOC(C)=O. The product is [Si:7]([O:14][C@@H:15]1[C@H:19]([CH2:20][O:21][Si:22]([C:25]([CH3:28])([CH3:27])[CH3:26])([CH3:24])[CH3:23])[CH2:18][C@@H:17]([O:29][C:30]2[CH:35]=[CH:34][N:33]=[C:32]([NH:37][C@@H:38]3[C:46]4[C:41](=[CH:42][CH:43]=[CH:44][CH:45]=4)[CH2:40][CH2:39]3)[CH:31]=2)[CH2:16]1)([C:10]([CH3:13])([CH3:12])[CH3:11])([CH3:9])[CH3:8]. The yield is 0.950.